From a dataset of Forward reaction prediction with 1.9M reactions from USPTO patents (1976-2016). Predict the product of the given reaction. (1) Given the reactants BrC1C=CC=CC=1CN1[C:13]2[C:8](=[N:9][C:10]([O:14][CH3:15])=[CH:11][CH:12]=2)C=C1.C[O-].[Na+].C[N:24]([CH3:27])[CH:25]=O, predict the reaction product. The product is: [CH3:15][O:14][C:10]1[CH:11]=[C:12]2[CH:13]=[CH:8][NH:9][C:27]2=[N:24][CH:25]=1. (2) Given the reactants [H-].[Na+].[C:3](OC)(=[O:5])[CH3:4].[CH3:8][C:9]1([CH3:16])[C@@H:14]2[C@H:10]1[CH2:11][C:12](=[O:15])[CH2:13]2.C(O)(=O)CC(CC(O)=O)(C(O)=O)O, predict the reaction product. The product is: [C:3]([CH:13]1[C:12](=[O:15])[CH2:11][CH:10]2[CH:14]1[C:9]2([CH3:16])[CH3:8])(=[O:5])[CH3:4]. (3) Given the reactants [OH:1][C:2]([C:5]1[N:6]=[C:7]([C@@H:10]2[CH2:15][N:14](C(OCC3C4C=CC=CC=4C4C3=CC=CC=4)=O)[C@@H:13]([CH3:33])[CH2:12][CH2:11]2)[S:8][CH:9]=1)([CH3:4])[CH3:3].N1CCCCC1, predict the reaction product. The product is: [CH3:33][C@H:13]1[NH:14][CH2:15][C@H:10]([C:7]2[S:8][CH:9]=[C:5]([C:2]([OH:1])([CH3:4])[CH3:3])[N:6]=2)[CH2:11][CH2:12]1. (4) Given the reactants Cl.O1CCOCC1.C(O[C:13](=O)[N:14]([C:16]1[CH:21]=[CH:20][C:19]([O:22][CH2:23][C:24]2[N:25]([C:32]3[C:37]([Cl:38])=[CH:36][CH:35]=[CH:34][C:33]=3[Cl:39])[N:26]=[CH:27][C:28]=2[CH:29]([CH3:31])[CH3:30])=[CH:18][C:17]=1[CH3:40])C)(C)(C)C, predict the reaction product. The product is: [Cl:38][C:37]1[CH:36]=[CH:35][CH:34]=[C:33]([Cl:39])[C:32]=1[N:25]1[C:24]([CH2:23][O:22][C:19]2[CH:20]=[CH:21][C:16]([NH:14][CH3:13])=[C:17]([CH3:40])[CH:18]=2)=[C:28]([CH:29]([CH3:31])[CH3:30])[CH:27]=[N:26]1. (5) Given the reactants C([O:8][C:9]1[C:14](=[O:15])[N:13]=[C:12]([CH2:16][C:17]2([C:22]3[CH:27]=[C:26]([Cl:28])[CH:25]=[CH:24][C:23]=3[Cl:29])[CH2:21][CH2:20][CH2:19][CH2:18]2)[N:11]2[CH2:30][CH2:31][N:32]([CH:35]([CH3:37])[CH3:36])[C:33](=[O:34])[C:10]=12)C1C=CC=CC=1.Cl.C(OCC)(=O)C, predict the reaction product. The product is: [Cl:29][C:23]1[CH:24]=[CH:25][C:26]([Cl:28])=[CH:27][C:22]=1[C:17]1([CH2:16][C:12]2[N:11]3[CH2:30][CH2:31][N:32]([CH:35]([CH3:37])[CH3:36])[C:33](=[O:34])[C:10]3=[C:9]([OH:8])[C:14](=[O:15])[N:13]=2)[CH2:21][CH2:20][CH2:19][CH2:18]1.